Dataset: Forward reaction prediction with 1.9M reactions from USPTO patents (1976-2016). Task: Predict the product of the given reaction. (1) Given the reactants [N:1]([C:4]([C:7]1[CH:12]=[CH:11][C:10]([C:13]2[C:22]([C:23]3[CH:28]=[CH:27][CH:26]=[CH:25][CH:24]=3)=[CH:21][C:20]3[C:15](=[CH:16][CH:17]=[N:18][C:19]=3[O:29][CH3:30])[N:14]=2)=[CH:9][CH:8]=1)([CH3:6])[CH3:5])=[N+]=[N-].[H][H], predict the reaction product. The product is: [CH3:30][O:29][C:19]1[N:18]=[CH:17][CH:16]=[C:15]2[C:20]=1[CH:21]=[C:22]([C:23]1[CH:28]=[CH:27][CH:26]=[CH:25][CH:24]=1)[C:13]([C:10]1[CH:9]=[CH:8][C:7]([C:4]([NH2:1])([CH3:6])[CH3:5])=[CH:12][CH:11]=1)=[N:14]2. (2) Given the reactants C([O:3][C:4](=[O:33])[C:5]1[CH:10]=[CH:9][CH:8]=[C:7]([N:11]2[C:15]([CH3:16])=[CH:14][CH:13]=[C:12]2[C:17]2[CH:22]=[C:21]([Br:23])[CH:20]=[CH:19][C:18]=2[O:24][CH2:25][C:26]2[CH:31]=[CH:30][C:29]([Cl:32])=[CH:28][CH:27]=2)[CH:6]=1)C.[OH-].[Na+], predict the reaction product. The product is: [Br:23][C:21]1[CH:20]=[CH:19][C:18]([O:24][CH2:25][C:26]2[CH:27]=[CH:28][C:29]([Cl:32])=[CH:30][CH:31]=2)=[C:17]([C:12]2[N:11]([C:7]3[CH:6]=[C:5]([CH:10]=[CH:9][CH:8]=3)[C:4]([OH:33])=[O:3])[C:15]([CH3:16])=[CH:14][CH:13]=2)[CH:22]=1.